This data is from Catalyst prediction with 721,799 reactions and 888 catalyst types from USPTO. The task is: Predict which catalyst facilitates the given reaction. (1) Reactant: [C:1]([O:5][C:6]([N:8]1[CH2:13][CH2:12][CH:11]([C:14]2[S:15][CH:16]=[C:17]([CH2:19]Cl)[N:18]=2)[CH2:10][CH2:9]1)=[O:7])([CH3:4])([CH3:3])[CH3:2].[CH3:21][S:22]([C:25]1[CH:30]=[CH:29][C:28]([OH:31])=[CH:27][CH:26]=1)(=[O:24])=[O:23].C([O-])([O-])=O.[K+].[K+]. Product: [C:1]([O:5][C:6]([N:8]1[CH2:13][CH2:12][CH:11]([C:14]2[S:15][CH:16]=[C:17]([CH2:19][O:31][C:28]3[CH:27]=[CH:26][C:25]([S:22]([CH3:21])(=[O:24])=[O:23])=[CH:30][CH:29]=3)[N:18]=2)[CH2:10][CH2:9]1)=[O:7])([CH3:4])([CH3:3])[CH3:2]. The catalyst class is: 21. (2) Product: [C:1]([O:5][C:6](=[O:7])[NH:8][CH2:9][CH2:10][CH:11]([CH2:15][C:16]1[CH:21]=[CH:20][C:19]([CH3:22])=[CH:18][CH:17]=1)[C:12](=[O:14])[N:54]1[CH2:55][CH2:56][N:51]([C:57]2[C:66]3[C:61](=[CH:62][CH:63]=[CH:64][CH:65]=3)[N:60]=[CH:59][N:58]=2)[CH2:52][CH2:53]1)([CH3:2])([CH3:3])[CH3:4]. The catalyst class is: 39. Reactant: [C:1]([O:5][C:6]([NH:8][CH2:9][CH2:10][CH:11]([CH2:15][C:16]1[CH:21]=[CH:20][C:19]([CH3:22])=[CH:18][CH:17]=1)[C:12]([OH:14])=O)=[O:7])([CH3:4])([CH3:3])[CH3:2].CCN=C=NCCCN(C)C.C1C=CC2N(O)N=NC=2C=1.CN1CCOCC1.[N:51]1([C:57]2[C:66]3[C:61](=[CH:62][CH:63]=[CH:64][CH:65]=3)[N:60]=[CH:59][N:58]=2)[CH2:56][CH2:55][NH:54][CH2:53][CH2:52]1. (3) Reactant: [CH2:1]([N:8]1[CH2:13][CH2:12][CH:11]([N:14]2[CH2:18][CH2:17][NH:16][C:15]2=[C:19]([C:22]#[N:23])[C:20]#[N:21])[CH2:10][CH2:9]1)[C:2]1[CH:7]=[CH:6][CH:5]=[CH:4][CH:3]=1.C(=O)([O-])[O-].[K+].[K+].[Br:30][CH2:31][CH2:32]Br.O. Product: [CH2:1]([N:8]1[CH2:13][CH2:12][CH:11]([N:14]2[CH2:18][CH2:17][N:16]([CH2:32][CH2:31][Br:30])[C:15]2=[C:19]([C:22]#[N:23])[C:20]#[N:21])[CH2:10][CH2:9]1)[C:2]1[CH:3]=[CH:4][CH:5]=[CH:6][CH:7]=1. The catalyst class is: 3. (4) Reactant: [CH3:1][O:2][C:3]([C:5]1[CH:6]=[C:7]([C@@H:11]2[CH2:13][C@H:12]2C(O)=O)[CH:8]=[CH:9][CH:10]=1)=[O:4].C1(P(N=[N+]=[N-])(C2C=CC=CC=2)=[O:24])C=CC=CC=1.C([N:36]([CH2:39]C)CC)C.[Cl-].[NH4+].[C:43]([OH:47])([CH3:46])([CH3:45])[CH3:44]. Product: [C:43]([O:47][C:39]([NH:36][C@@H:12]1[CH2:13][C@H:11]1[C:7]1[CH:6]=[C:5]([CH:10]=[CH:9][CH:8]=1)[C:3]([O:2][CH3:1])=[O:4])=[O:24])([CH3:46])([CH3:45])[CH3:44]. The catalyst class is: 11. (5) Reactant: [C:1]([O:5][C:6](=[O:15])[NH:7][C@H:8]1[CH2:13][CH2:12][C@@H:11]([NH2:14])[CH2:10][CH2:9]1)([CH3:4])([CH3:3])[CH3:2].[CH2:16]1[CH:18]([CH:19](O)C#N)[CH2:17]1.[C:23](O[BH-](OC(=O)C)OC(=O)C)(=O)C.[Na+].C(=O)([O-])[O-].[K+].[K+]. Product: [CH3:23][N:7]([C@H:8]1[CH2:9][CH2:10][C@@H:11]([N:14]2[CH2:19][CH2:18][CH2:16][CH2:17]2)[CH2:12][CH2:13]1)[C:6](=[O:15])[O:5][C:1]([CH3:4])([CH3:2])[CH3:3]. The catalyst class is: 12. (6) Reactant: [Cl:1][C:2]1[C:3]([O:12][C:13]2[CH:18]=[C:17]([O:19][CH:20]([CH3:22])[CH3:21])[CH:16]=[CH:15][C:14]=2[CH2:23][CH2:24][CH2:25][OH:26])=[N:4][CH:5]=[C:6]([C:8]([F:11])([F:10])[F:9])[CH:7]=1.O[C:28]1[C:32]([CH2:33][CH2:34][C:35]([O:37]CC)=[O:36])=[CH:31][N:30]([C:40]2[CH:45]=[CH:44][CH:43]=[CH:42][CH:41]=2)[N:29]=1.C(P(CCCC)CCCC)CCC.N(C(N1CCCCC1)=O)=NC(N1CCCCC1)=O.O1CCCC1CO.[OH-].[Na+].Cl. Product: [Cl:1][C:2]1[C:3]([O:12][C:13]2[CH:18]=[C:17]([O:19][CH:20]([CH3:21])[CH3:22])[CH:16]=[CH:15][C:14]=2[CH2:23][CH2:24][CH2:25][O:26][C:28]2[C:32]([CH2:33][CH2:34][C:35]([OH:37])=[O:36])=[CH:31][N:30]([C:40]3[CH:45]=[CH:44][CH:43]=[CH:42][CH:41]=3)[N:29]=2)=[N:4][CH:5]=[C:6]([C:8]([F:11])([F:10])[F:9])[CH:7]=1. The catalyst class is: 7.